Dataset: Acute oral toxicity (LD50) regression data from Zhu et al.. Task: Regression/Classification. Given a drug SMILES string, predict its toxicity properties. Task type varies by dataset: regression for continuous values (e.g., LD50, hERG inhibition percentage) or binary classification for toxic/non-toxic outcomes (e.g., AMES mutagenicity, cardiotoxicity, hepatotoxicity). Dataset: ld50_zhu. The molecule is CCNC(=O)NC(=O)C(C#N)=NOC. The rat oral LD50 is 2.26, given as -log10 of the dose in mol/kg body weight (higher means more acutely toxic).